From a dataset of NCI-60 drug combinations with 297,098 pairs across 59 cell lines. Regression. Given two drug SMILES strings and cell line genomic features, predict the synergy score measuring deviation from expected non-interaction effect. (1) Drug 1: COC1=C(C=C2C(=C1)N=CN=C2NC3=CC(=C(C=C3)F)Cl)OCCCN4CCOCC4. Drug 2: CC1=C2C(C(=O)C3(C(CC4C(C3C(C(C2(C)C)(CC1OC(=O)C(C(C5=CC=CC=C5)NC(=O)OC(C)(C)C)O)O)OC(=O)C6=CC=CC=C6)(CO4)OC(=O)C)O)C)O. Cell line: HL-60(TB). Synergy scores: CSS=48.8, Synergy_ZIP=8.34, Synergy_Bliss=8.87, Synergy_Loewe=-1.60, Synergy_HSA=10.3. (2) Drug 1: CC1CC2C3CCC4=CC(=O)C=CC4(C3(C(CC2(C1(C(=O)CO)O)C)O)F)C. Drug 2: CCN(CC)CCNC(=O)C1=C(NC(=C1C)C=C2C3=C(C=CC(=C3)F)NC2=O)C. Cell line: SW-620. Synergy scores: CSS=61.7, Synergy_ZIP=5.35, Synergy_Bliss=4.82, Synergy_Loewe=-24.3, Synergy_HSA=3.96. (3) Drug 1: CC1OCC2C(O1)C(C(C(O2)OC3C4COC(=O)C4C(C5=CC6=C(C=C35)OCO6)C7=CC(=C(C(=C7)OC)O)OC)O)O. Drug 2: CC(C)CN1C=NC2=C1C3=CC=CC=C3N=C2N. Cell line: A498. Synergy scores: CSS=25.0, Synergy_ZIP=2.89, Synergy_Bliss=3.71, Synergy_Loewe=-1.61, Synergy_HSA=2.32. (4) Drug 1: CCN(CC)CCCC(C)NC1=C2C=C(C=CC2=NC3=C1C=CC(=C3)Cl)OC. Drug 2: C(CCl)NC(=O)N(CCCl)N=O. Cell line: SF-268. Synergy scores: CSS=15.0, Synergy_ZIP=-6.83, Synergy_Bliss=-2.74, Synergy_Loewe=-8.01, Synergy_HSA=0.00510. (5) Drug 1: CC1OCC2C(O1)C(C(C(O2)OC3C4COC(=O)C4C(C5=CC6=C(C=C35)OCO6)C7=CC(=C(C(=C7)OC)O)OC)O)O. Drug 2: COC1=CC(=CC(=C1O)OC)C2C3C(COC3=O)C(C4=CC5=C(C=C24)OCO5)OC6C(C(C7C(O6)COC(O7)C8=CC=CS8)O)O. Cell line: HS 578T. Synergy scores: CSS=47.5, Synergy_ZIP=6.63, Synergy_Bliss=7.18, Synergy_Loewe=13.6, Synergy_HSA=15.1. (6) Drug 1: C1=C(C(=O)NC(=O)N1)F. Drug 2: C(CN)CNCCSP(=O)(O)O. Cell line: HCT116. Synergy scores: CSS=43.2, Synergy_ZIP=-1.08, Synergy_Bliss=-4.00, Synergy_Loewe=-2.28, Synergy_HSA=-1.07.